Dataset: TCR-epitope binding with 47,182 pairs between 192 epitopes and 23,139 TCRs. Task: Binary Classification. Given a T-cell receptor sequence (or CDR3 region) and an epitope sequence, predict whether binding occurs between them. (1) The epitope is AVFDRKSDAK. Result: 1 (the TCR binds to the epitope). The TCR CDR3 sequence is CASSLVEGGGEKLFF. (2) The epitope is FLPRVFSAV. The TCR CDR3 sequence is CASSYVGGELFF. Result: 1 (the TCR binds to the epitope). (3) The epitope is IIKDYGKQM. The TCR CDR3 sequence is CASSQDLGARWNEQYF. Result: 0 (the TCR does not bind to the epitope). (4) The epitope is QIKVRVKMV. The TCR CDR3 sequence is CASSLSRGAYEQYF. Result: 1 (the TCR binds to the epitope).